Dataset: Reaction yield outcomes from USPTO patents with 853,638 reactions. Task: Predict the reaction yield, written as a fraction of the theoretical maximum amount of product (1.0 means a 100% yield; for example, 0.34 means a 34% yield). (1) The reactants are [CH2:1]([NH2:9])[CH2:2][CH2:3][CH2:4][CH2:5][CH2:6][CH2:7][CH3:8].[CH:10]12[O:16][CH:13]([CH2:14][CH2:15]1)[CH:12]1[C:17]([O:19][C:20](=O)[CH:11]21)=[O:18].C(N(CC)CC)C. The catalyst is C1(C)C=CC=CC=1.CCOC(C)=O. The product is [CH2:1]([N:9]1[C:20](=[O:19])[CH:11]2[CH:12]([CH:13]3[O:16][CH:10]2[CH2:15][CH2:14]3)[C:17]1=[O:18])[CH2:2][CH2:3][CH2:4][CH2:5][CH2:6][CH2:7][CH3:8]. The yield is 0.720. (2) The reactants are [NH2:1][C:2]1[C:11]2[C:6](=[C:7](Br)[CH:8]=[CH:9][CH:10]=2)[N:5]=[N:4][C:3]=1[C:13]([NH:15][CH2:16][CH2:17][CH3:18])=[O:14].[Cl:19][C:20]1[CH:25]=[CH:24][C:23]([C:26]([F:29])([F:28])[F:27])=[CH:22][C:21]=1B(O)O. No catalyst specified. The yield is 0.440. The product is [NH2:1][C:2]1[C:11]2[C:6](=[C:7]([C:21]3[CH:22]=[C:23]([C:26]([F:28])([F:29])[F:27])[CH:24]=[CH:25][C:20]=3[Cl:19])[CH:8]=[CH:9][CH:10]=2)[N:5]=[N:4][C:3]=1[C:13]([NH:15][CH2:16][CH2:17][CH3:18])=[O:14]. (3) The reactants are [F:1][C:2]1[CH:3]=[C:4]([N:8]=[C:9](SC)[NH:10][C:11]2[CH:16]=[CH:15][C:14]([CH:17]([N:21]3[CH:25]=[CH:24][N:23]=[CH:22]3)[CH:18]([CH3:20])[CH3:19])=[CH:13][CH:12]=2)[CH:5]=[CH:6][CH:7]=1.[NH3:28].CO. No catalyst specified. The product is [F:1][C:2]1[CH:3]=[C:4]([NH:8][C:9](=[NH:28])[NH:10][C:11]2[CH:16]=[CH:15][C:14]([CH:17]([N:21]3[CH:25]=[CH:24][N:23]=[CH:22]3)[CH:18]([CH3:20])[CH3:19])=[CH:13][CH:12]=2)[CH:5]=[CH:6][CH:7]=1. The yield is 0.460. (4) The reactants are [CH3:1][C:2]([C:4]1[CH:9]=[CH:8][C:7]([O:10][CH3:11])=[C:6]([O:12][CH3:13])[CH:5]=1)=[O:3].[CH3:14][O:15][C:16]1[CH:17]=[C:18]([NH:26][C:27]2[N:34]=[CH:33][CH:32]=[CH:31][C:28]=2[CH:29]=O)[CH:19]=[C:20]([O:24][CH3:25])[C:21]=1[O:22][CH3:23].Cl. The catalyst is CO. The product is [CH3:13][O:12][C:6]1[CH:5]=[C:4]([C:2](=[O:3])/[CH:1]=[CH:29]/[C:28]2[C:27]([NH:26][C:18]3[CH:19]=[C:20]([O:24][CH3:25])[C:21]([O:22][CH3:23])=[C:16]([O:15][CH3:14])[CH:17]=3)=[N:34][CH:33]=[CH:32][CH:31]=2)[CH:9]=[CH:8][C:7]=1[O:10][CH3:11]. The yield is 0.820. (5) The reactants are [NH2:1][C@H:2]1[C@H:6]([OH:7])[CH2:5][N:4]([C:8]([O:10][CH2:11][C:12]2[CH:17]=[CH:16][CH:15]=[CH:14][CH:13]=2)=[O:9])[CH2:3]1.[C:18](O[C:18]([O:20][C:21]([CH3:24])([CH3:23])[CH3:22])=[O:19])([O:20][C:21]([CH3:24])([CH3:23])[CH3:22])=[O:19].CCN(CC)CC. The catalyst is C(Cl)Cl. The product is [C:21]([O:20][C:18]([NH:1][CH:2]1[CH:6]([OH:7])[CH2:5][N:4]([C:8]([O:10][CH2:11][C:12]2[CH:17]=[CH:16][CH:15]=[CH:14][CH:13]=2)=[O:9])[CH2:3]1)=[O:19])([CH3:24])([CH3:23])[CH3:22]. The yield is 0.880. (6) The reactants are N(OCCC(C)C)=O.N[C:10]1[S:11][C:12]2[CH:18]=[CH:17][CH:16]=[C:15]([CH3:19])[C:13]=2[N:14]=1.[ClH:20]. The catalyst is C(#N)C.[Cu](Cl)Cl. The product is [Cl:20][C:10]1[S:11][C:12]2[CH:18]=[CH:17][CH:16]=[C:15]([CH3:19])[C:13]=2[N:14]=1. The yield is 0.710. (7) The reactants are [CH2:1]([O:3][C:4]([C:6]1[N:7]([C:16]2[CH:21]=[CH:20][C:19]([CH2:22][NH2:23])=[CH:18][CH:17]=2)[C:8]2[C:13]([C:14]=1[Cl:15])=[CH:12][CH:11]=[CH:10][CH:9]=2)=[O:5])[CH3:2].[CH3:24][O:25][C:26]1[CH:30]=[C:29]([C:31]([NH:33][C:34]2([C:37](O)=[O:38])[CH2:36][CH2:35]2)=[O:32])[O:28][N:27]=1.C(Cl)CCl.C(N(CC)CC)C. The catalyst is ClCCl.O.OC1C2N=NNC=2C=CC=1. The product is [CH2:1]([O:3][C:4]([C:6]1[N:7]([C:16]2[CH:17]=[CH:18][C:19]([CH2:22][NH:23][C:37]([C:34]3([NH:33][C:31]([C:29]4[O:28][N:27]=[C:26]([O:25][CH3:24])[CH:30]=4)=[O:32])[CH2:35][CH2:36]3)=[O:38])=[CH:20][CH:21]=2)[C:8]2[C:13]([C:14]=1[Cl:15])=[CH:12][CH:11]=[CH:10][CH:9]=2)=[O:5])[CH3:2]. The yield is 0.920.